This data is from Reaction yield outcomes from USPTO patents with 853,638 reactions. The task is: Predict the reaction yield, written as a fraction of the theoretical maximum amount of product (1.0 means a 100% yield; for example, 0.34 means a 34% yield). (1) The reactants are C(Cl)Cl.[Cl-].[F:5][C:6]1[CH:7]=[C:8]([CH:11]=[C:12]([F:14])[CH:13]=1)[CH2:9][Zn+].Br[C:16]1[CH:17]=[C:18]2[C:24]([NH2:25])=[N:23][NH:22][C:19]2=[N:20][CH:21]=1.O. The catalyst is O1CCCC1. The product is [F:5][C:6]1[CH:7]=[C:8]([CH:11]=[C:12]([F:14])[CH:13]=1)[CH2:9][C:16]1[CH:17]=[C:18]2[C:24]([NH2:25])=[N:23][NH:22][C:19]2=[N:20][CH:21]=1. The yield is 0.930. (2) The reactants are [C:1]([O:5][C:6]([N:8](C(OC(C)(C)C)=O)[C:9]1[O:17][C:16]2[C:11](=[N:12][CH:13]=[C:14]([CH:18]=[CH2:19])[CH:15]=2)[C:10]=1[C:20]([O:22]CC)=[O:21])=[O:7])([CH3:4])([CH3:3])[CH3:2].O[Li].O.O. The catalyst is C1COCC1.CO. The product is [C:1]([O:5][C:6]([NH:8][C:9]1[O:17][C:16]2[C:11](=[N:12][CH:13]=[C:14]([CH:18]=[CH2:19])[CH:15]=2)[C:10]=1[C:20]([OH:22])=[O:21])=[O:7])([CH3:4])([CH3:2])[CH3:3]. The yield is 0.830. (3) The reactants are Br[C:2]1[CH:3]=[C:4]([C:8](=[O:10])[CH3:9])[CH:5]=[CH:6][CH:7]=1.[NH:11]1[CH2:14][CH2:13][C:12]1=[O:15]. No catalyst specified. The product is [C:8]([C:4]1[CH:3]=[C:2]([N:11]2[CH2:14][CH2:13][C:12]2=[O:15])[CH:7]=[CH:6][CH:5]=1)(=[O:10])[CH3:9]. The yield is 0.970.